From a dataset of Full USPTO retrosynthesis dataset with 1.9M reactions from patents (1976-2016). Predict the reactants needed to synthesize the given product. (1) Given the product [CH3:1][O:2][C:3]1[CH:12]=[CH:11][C:10]2[C:5](=[CH:6][CH:7]=[CH:8][CH:9]=2)[C:4]=1[C:13]1[O:17][C:16]([NH:18][C:26](=[O:28])[CH3:27])=[N:15][CH:14]=1, predict the reactants needed to synthesize it. The reactants are: [CH3:1][O:2][C:3]1[CH:12]=[CH:11][C:10]2[C:5](=[CH:6][CH:7]=[CH:8][CH:9]=2)[C:4]=1[C:13]1[O:17][C:16]([NH2:18])=[N:15][CH:14]=1.C(N(CC)CC)C.[C:26](Cl)(=[O:28])[CH3:27]. (2) The reactants are: [CH3:1][C:2](=[CH:4][CH2:5][CH2:6]/[C:7](=[CH:9]/[CH2:10][OH:11])/[CH3:8])[CH3:3].[C:12]1(=[O:18])OC(=O)C[CH2:13]1.N1C=CC=CC=1.[Cl:25]CCl. Given the product [Cl:25][CH2:13][C:12]([O:11][CH2:10]/[CH:9]=[C:7](\[CH3:8])/[CH2:6][CH2:5][CH:4]=[C:2]([CH3:1])[CH3:3])=[O:18], predict the reactants needed to synthesize it. (3) Given the product [Br:57][N:17]([S:1]([C:4]1[C:16]2[CH:15]=[CH:14][CH:13]=[C:9]([N:10]([CH3:12])[CH3:11])[C:8]=2[CH:7]=[CH:6][CH:5]=1)(=[O:3])=[O:2])[CH2:18][CH2:19][S:20][S:21][CH2:22][CH2:23][NH2:24].[C:60]1(=[O:61])[NH:62][C:63](=[O:64])[CH:58]=[CH:59]1, predict the reactants needed to synthesize it. The reactants are: [S:1]([N:17](S(C1C2C=CC=C(N(C)C)C=2C=CC=1)(=O)=O)[CH2:18][CH2:19][S:20][S:21][CH2:22][CH2:23][NH2:24])([C:4]1[C:16]2[CH:15]=[CH:14][CH:13]=[C:9]([N:10]([CH3:12])[CH3:11])[C:8]=2[CH:7]=[CH:6][CH:5]=1)(=[O:3])=[O:2].C(C(O)=O)CP(CCC(O)=O)CCC(O)=O.[Br:57][C:58]1[C:63](=[O:64])[NH:62][C:60](=[O:61])[C:59]=1Br. (4) The reactants are: [CH3:1][C:2]1[C:3]([C:8](=O)[CH3:9])=[N:4][CH:5]=[CH:6][CH:7]=1.[NH2:11][C:12]([NH2:14])=[S:13].II.C([O-])(O)=O.[Na+]. Given the product [CH3:1][C:2]1[C:3]([C:8]2[N:11]=[C:12]([NH2:14])[S:13][CH:9]=2)=[N:4][CH:5]=[CH:6][CH:7]=1, predict the reactants needed to synthesize it. (5) Given the product [Li+:35].[F:17][C:3]([F:2])([F:16])[C:4]1[N:9]=[CH:8][C:7]([N:10]2[CH2:15][CH2:14][N:13]([CH2:23][CH2:22][CH2:21][C:20]([O-:25])=[O:19])[CH2:12][CH2:11]2)=[CH:6][CH:5]=1, predict the reactants needed to synthesize it. The reactants are: Cl.[F:2][C:3]([F:17])([F:16])[C:4]1[N:9]=[CH:8][C:7]([N:10]2[CH2:15][CH2:14][NH:13][CH2:12][CH2:11]2)=[CH:6][CH:5]=1.C[O:19][C:20](=[O:25])[CH2:21][CH2:22][CH2:23]Br.C(=O)([O-])[O-].[K+].[K+].[I-].[K+].[OH-].[Li+:35]. (6) Given the product [C:1]([C:3]1[CH:4]=[C:5]([N:9]([N:17]([C:29]([NH:28][C:25]2[CH:26]=[CH:27][C:22]([I:21])=[CH:23][CH:24]=2)=[O:30])[CH2:18][CH2:19][CH3:20])[C:10]([O:12][C:13]([CH3:14])([CH3:15])[CH3:16])=[O:11])[CH:6]=[CH:7][CH:8]=1)#[N:2], predict the reactants needed to synthesize it. The reactants are: [C:1]([C:3]1[CH:4]=[C:5]([N:9]([NH:17][CH2:18][CH2:19][CH3:20])[C:10]([O:12][C:13]([CH3:16])([CH3:15])[CH3:14])=[O:11])[CH:6]=[CH:7][CH:8]=1)#[N:2].[I:21][C:22]1[CH:27]=[CH:26][C:25]([N:28]=[C:29]=[O:30])=[CH:24][CH:23]=1. (7) Given the product [O:18]([C:25]1[CH:26]=[C:27]2[C:33](=[CH:34][CH:35]=1)[C:41](=[O:42])[N:17]([C:12]1[CH:11]=[CH:10][C:9]3[CH2:8][CH:7]([CH2:6][N:1]4[CH2:5][CH2:4][CH2:3][CH2:2]4)[CH2:16][CH2:15][C:14]=3[CH:13]=1)[C:28]2=[O:30])[C:19]1[CH:20]=[CH:21][CH:22]=[CH:23][CH:24]=1, predict the reactants needed to synthesize it. The reactants are: [N:1]1([CH2:6][CH:7]2[CH2:16][CH2:15][C:14]3[CH:13]=[C:12]([NH2:17])[CH:11]=[CH:10][C:9]=3[CH2:8]2)[CH2:5][CH2:4][CH2:3][CH2:2]1.[O:18]([C:25]1[CH:35]=[CH:34][CH:33]=[C:27]2[C:28]([O:30]C(=O)[C:26]=12)=O)[C:19]1[CH:24]=[CH:23][CH:22]=[CH:21][CH:20]=1.C(N(C(C)C)C[CH2:41][O:42]C1C=CC(N)=CC=1OC)(C)C. (8) The reactants are: [Li][CH2:2]CCC.[CH3:6][O:7][C:8]1[CH:13]=[CH:12][CH:11]=[C:10]([O:14][CH3:15])[C:9]=1[CH:16]1[N:20]([CH2:21][C:22]2[CH:27]=[CH:26][C:25]([O:28][C:29]([F:32])([F:31])[F:30])=[CH:24][CH:23]=2)[C:19](=[O:33])[C:18](=O)[CH2:17]1.[NH4+].[Cl-]. Given the product [CH3:6][O:7][C:8]1[CH:13]=[CH:12][CH:11]=[C:10]([O:14][CH3:15])[C:9]=1[CH:16]1[N:20]([CH2:21][C:22]2[CH:27]=[CH:26][C:25]([O:28][C:29]([F:30])([F:32])[F:31])=[CH:24][CH:23]=2)[C:19](=[O:33])[C:18](=[CH2:2])[CH2:17]1, predict the reactants needed to synthesize it.